Dataset: Full USPTO retrosynthesis dataset with 1.9M reactions from patents (1976-2016). Task: Predict the reactants needed to synthesize the given product. (1) Given the product [Br:9][C:10]1[CH:11]=[C:12]2[C:17](=[CH:18][CH:19]=1)[NH:16][C:15](=[O:20])[C:14]([NH:29][C:30]1[CH:35]=[CH:34][CH:33]=[CH:32][CH:31]=1)=[C:13]2[OH:28], predict the reactants needed to synthesize it. The reactants are: FC(F)(F)S([O-])(=O)=O.[Br:9][C:10]1[CH:11]=[C:12]2[C:17](=[CH:18][CH:19]=1)[NH:16][C:15](=[O:20])[C:14]([I+]C1C=CC=CC=1)=[C:13]2[OH:28].[NH2:29][C:30]1[CH:35]=[CH:34][CH:33]=[CH:32][CH:31]=1. (2) Given the product [C:1]1([S:7]([C:10]2[CH:11]=[C:12]3[C:17](=[CH:18][CH:19]=2)[CH:16]([CH2:20][C:21]([NH:43][C:42]([NH2:44])=[NH:41])=[O:23])[CH2:15][CH2:14][CH2:13]3)(=[O:9])=[O:8])[CH:6]=[CH:5][CH:4]=[CH:3][CH:2]=1, predict the reactants needed to synthesize it. The reactants are: [C:1]1([S:7]([C:10]2[CH:11]=[C:12]3[C:17](=[CH:18][CH:19]=2)[CH:16]([CH2:20][C:21]([OH:23])=O)[CH2:15][CH2:14][CH2:13]3)(=[O:9])=[O:8])[CH:6]=[CH:5][CH:4]=[CH:3][CH:2]=1.C(C1NC=CN=1)(C1NC=CN=1)=O.S(O)(O)(=O)=O.[NH2:41][C:42]([NH2:44])=[NH:43].C(N(C(C)C)CC)(C)C. (3) Given the product [CH:22]([CH:5]1[C:6](=[O:9])[CH2:7][CH2:8][N:3]([CH2:1][CH3:2])[CH2:4]1)([C:23]1[CH:28]=[CH:27][CH:26]=[CH:25][CH:24]=1)[C:29]1[CH:34]=[CH:33][CH:32]=[CH:31][CH:30]=1, predict the reactants needed to synthesize it. The reactants are: [CH2:1]([N:3]1[CH2:8][CH2:7][C:6](=[O:9])[CH2:5][CH2:4]1)[CH3:2].[Si](OS(C(F)(F)F)(=O)=O)(C)(C)C.[CH:22](Br)([C:29]1[CH:34]=[CH:33][CH:32]=[CH:31][CH:30]=1)[C:23]1[CH:28]=[CH:27][CH:26]=[CH:25][CH:24]=1.C([O-])(=O)C.[Na+]. (4) Given the product [CH3:1][N:2]1[C:3]2[C:4](=[C:5]3[C:10](=[CH:11][CH:12]=2)[N:9]=[CH:8][CH:7]=[CH:6]3)[N:13]=[C:22]1[CH:23]([CH3:29])[CH2:24][C:25]([O:27][CH3:28])=[O:26], predict the reactants needed to synthesize it. The reactants are: [CH3:1][NH:2][C:3]1[C:4]([NH2:13])=[C:5]2[C:10](=[CH:11][CH:12]=1)[N:9]=[CH:8][CH:7]=[CH:6]2.C(N(CC)CC)C.Cl[C:22](=O)[CH:23]([CH3:29])[CH2:24][C:25]([O:27][CH3:28])=[O:26]. (5) Given the product [CH3:31][O:32][CH2:33][C:34]([NH:21][C:17]1[CH:16]=[C:15]([O:14][C:7]2[C:8]3[C:13](=[CH:12][CH:11]=[CH:10][CH:9]=3)[C:4]([N+:1]([O-:3])=[O:2])=[CH:5][CH:6]=2)[N:20]=[CH:19][N:18]=1)=[O:35], predict the reactants needed to synthesize it. The reactants are: [N+:1]([C:4]1[C:13]2[C:8](=[CH:9][CH:10]=[CH:11][CH:12]=2)[C:7]([O:14][C:15]2[N:20]=[CH:19][N:18]=[C:17]([NH2:21])[CH:16]=2)=[CH:6][CH:5]=1)([O-:3])=[O:2].CCN(C(C)C)C(C)C.[CH3:31][O:32][CH2:33][C:34](Cl)=[O:35]. (6) Given the product [CH3:36][C:34]1[NH:20][C:21]2[C:30]([C:32](=[O:37])[CH:33]=1)=[CH:29][C:24]([C:25]([O:27][CH3:28])=[O:26])=[CH:23][C:22]=2[CH3:31], predict the reactants needed to synthesize it. The reactants are: O=P12OP3(OP(OP(O3)(O1)=O)(=O)O2)=O.P(=O)(O)(O)O.[NH2:20][C:21]1[CH:30]=[CH:29][C:24]([C:25]([O:27][CH3:28])=[O:26])=[CH:23][C:22]=1[CH3:31].[C:32](OCC)(=[O:37])[CH2:33][C:34]([CH3:36])=O.N. (7) Given the product [O:21]1[C:20]2[CH:25]=[CH:26][C:17]([CH2:16][N:9]([C:7]3[CH:8]=[C:3]([C:1]4[NH:34][N:33]=[N:32][N:2]=4)[CH:4]=[CH:5][C:6]=3[F:27])[C:10](=[O:15])[CH2:11][CH:12]([CH3:14])[CH3:13])=[CH:18][C:19]=2[O:24][CH2:23][CH2:22]1, predict the reactants needed to synthesize it. The reactants are: [C:1]([C:3]1[CH:4]=[CH:5][C:6]([F:27])=[C:7]([N:9]([CH2:16][C:17]2[CH:26]=[CH:25][C:20]3[O:21][CH2:22][CH2:23][O:24][C:19]=3[CH:18]=2)[C:10](=[O:15])[CH2:11][CH:12]([CH3:14])[CH3:13])[CH:8]=1)#[N:2].C[Si]([N:32]=[N+:33]=[N-:34])(C)C.C([Sn](=O)CCCC)CCC.